The task is: Predict the reactants needed to synthesize the given product.. This data is from Full USPTO retrosynthesis dataset with 1.9M reactions from patents (1976-2016). (1) Given the product [Cl:19][C:15]1[C:16]([N:38]2[CH:42]=[CH:41][CH:40]=[CH:39]2)=[CH:17][C:12]2[O:11][CH:10]([C:20]([N:22]3[CH2:27][CH2:26][C:25]([CH2:28][C:29]4[CH:34]=[CH:33][C:32]([F:35])=[CH:31][CH:30]=4)([C:36]#[N:37])[CH2:24][CH2:23]3)=[O:21])[CH2:9][NH:8][C:13]=2[CH:14]=1, predict the reactants needed to synthesize it. The reactants are: C(OC([N:8]1[C:13]2[CH:14]=[C:15]([Cl:19])[C:16](Br)=[CH:17][C:12]=2[O:11][CH:10]([C:20]([N:22]2[CH2:27][CH2:26][C:25]([C:36]#[N:37])([CH2:28][C:29]3[CH:34]=[CH:33][C:32]([F:35])=[CH:31][CH:30]=3)[CH2:24][CH2:23]2)=[O:21])[CH2:9]1)=O)(C)(C)C.[NH:38]1[CH:42]=[CH:41][CH:40]=[CH:39]1.C(=O)([O-])[O-].[Cs+].[Cs+]. (2) Given the product [C:3]([C:5]1[CH:6]=[C:7]([CH:40]([CH3:42])[CH3:41])[C:8]2[O:12][C:11]([C:13]3[CH:38]=[CH:37][C:16]([C:17]([NH:19][CH2:20][C:21]4([CH3:36])[O:25][C:24](=[O:26])[N:23]([C:44]5[N:49]=[C:48]([C:50]([F:53])([F:52])[F:51])[CH:47]=[CH:46][N:45]=5)[CH2:22]4)=[O:18])=[CH:15][CH:14]=3)=[N:10][C:9]=2[CH:39]=1)#[N:4], predict the reactants needed to synthesize it. The reactants are: [H-].[Na+].[C:3]([C:5]1[CH:6]=[C:7]([CH:40]([CH3:42])[CH3:41])[C:8]2[O:12][C:11]([C:13]3[CH:38]=[CH:37][C:16]([C:17]([NH:19][CH2:20][C:21]4([CH3:36])[O:25][C:24](=[O:26])[N:23](CC5C=CC(OC)=CC=5)[CH2:22]4)=[O:18])=[CH:15][CH:14]=3)=[N:10][C:9]=2[CH:39]=1)#[N:4].Cl[C:44]1[N:49]=[C:48]([C:50]([F:53])([F:52])[F:51])[CH:47]=[CH:46][N:45]=1. (3) Given the product [C:16]([C:2]1[CH:3]=[C:4]([C:11]([O:13][CH2:14][CH3:15])=[O:12])[C:5]([CH:8]([F:10])[F:9])=[N:6][CH:7]=1)#[N:17], predict the reactants needed to synthesize it. The reactants are: Br[C:2]1[CH:3]=[C:4]([C:11]([O:13][CH2:14][CH3:15])=[O:12])[C:5]([CH:8]([F:10])[F:9])=[N:6][CH:7]=1.[CH3:16][N:17](C=O)C. (4) Given the product [NH2:16][CH:17]([CH2:20][C:21]1[CH:22]=[CH:23][N:24]=[CH:25][CH:26]=1)[C:18]#[N:19], predict the reactants needed to synthesize it. The reactants are: O.Cl.C(=[N:16][CH:17]([CH2:20][C:21]1[CH:26]=[CH:25][N:24]=[CH:23][CH:22]=1)[C:18]#[N:19])(C1C=CC=CC=1)C1C=CC=CC=1.